From a dataset of Full USPTO retrosynthesis dataset with 1.9M reactions from patents (1976-2016). Predict the reactants needed to synthesize the given product. (1) Given the product [CH2:18]([NH:19][CH:5]1[CH2:6][CH2:7][C:8](=[O:11])[CH2:9][CH2:10]1)[C:12]1[CH:17]=[CH:16][CH:15]=[CH:14][CH:13]=1, predict the reactants needed to synthesize it. The reactants are: O1[C:5]2([CH2:10][CH2:9][C:8](=[O:11])[CH2:7][CH2:6]2)OCC1.[C:12]1([CH2:18][NH2:19])[CH:17]=[CH:16][CH:15]=[CH:14][CH:13]=1.CC(O)=O.C(O[BH-](OC(=O)C)OC(=O)C)(=O)C.[Na+].Cl. (2) The reactants are: C([O:9][CH2:10][CH2:11][CH2:12][CH2:13][N:14]1[CH:18]=[C:17]([C:19](=[O:33])[NH:20][CH2:21][C:22]2[CH:27]=[CH:26][CH:25]=[C:24]([O:28][C:29]([F:32])([F:31])[F:30])[CH:23]=2)[N:16]=[N:15]1)(=O)C1C=CC=CC=1.O[Li].O. Given the product [OH:9][CH2:10][CH2:11][CH2:12][CH2:13][N:14]1[CH:18]=[C:17]([C:19]([NH:20][CH2:21][C:22]2[CH:27]=[CH:26][CH:25]=[C:24]([O:28][C:29]([F:30])([F:31])[F:32])[CH:23]=2)=[O:33])[N:16]=[N:15]1, predict the reactants needed to synthesize it. (3) Given the product [NH2:14][CH2:13][C@@H:12]([NH:11][C:9]([C:7]1[S:8][C:4]([Cl:3])=[C:5]([C:33]2[N:37]([CH2:38][CH3:39])[N:36]=[CH:35][C:34]=2[Cl:40])[CH:6]=1)=[O:10])[CH2:25][C:26]1[CH:31]=[CH:30][CH:29]=[C:28]([F:32])[CH:27]=1, predict the reactants needed to synthesize it. The reactants are: NN.[Cl:3][C:4]1[S:8][C:7]([C:9]([NH:11][C@@H:12]([CH2:25][C:26]2[CH:31]=[CH:30][CH:29]=[C:28]([F:32])[CH:27]=2)[CH2:13][N:14]2C(=O)C3C(=CC=CC=3)C2=O)=[O:10])=[CH:6][C:5]=1[C:33]1[N:37]([CH2:38][CH3:39])[N:36]=[CH:35][C:34]=1[Cl:40]. (4) The reactants are: [CH3:1][CH:2]([CH3:25])[CH2:3][C:4]([N:6]1[CH2:11][CH2:10][CH2:9][C@H:8]([CH2:12][O:13][C:14]2[CH:21]=[CH:20][CH:19]=[C:18]([N+:22]([O-])=O)[C:15]=2[C:16]#[N:17])[CH2:7]1)=[O:5]. Given the product [NH2:22][C:18]1[CH:19]=[CH:20][CH:21]=[C:14]([O:13][CH2:12][C@H:8]2[CH2:9][CH2:10][CH2:11][N:6]([C:4](=[O:5])[CH2:3][CH:2]([CH3:1])[CH3:25])[CH2:7]2)[C:15]=1[C:16]#[N:17], predict the reactants needed to synthesize it.